Predict the reaction yield, written as a fraction of the theoretical maximum amount of product (1.0 means a 100% yield; for example, 0.34 means a 34% yield). From a dataset of Reaction yield outcomes from USPTO patents with 853,638 reactions. The reactants are C([O:3][C:4]([C:6]1[S:10][C:9]([NH:11][C:12](=[O:28])[CH:13]([C:20]2[CH:25]=[CH:24][C:23]([Cl:26])=[C:22]([Cl:27])[CH:21]=2)[CH2:14][CH:15]2[CH2:19][CH2:18][CH2:17][CH2:16]2)=[N:8][CH:7]=1)=O)C.[H-].[Al+3].[Li+].[H-].[H-].[H-]. The catalyst is C(OCC)C. The product is [CH:15]1([CH2:14][CH:13]([C:20]2[CH:25]=[CH:24][C:23]([Cl:26])=[C:22]([Cl:27])[CH:21]=2)[C:12]([NH:11][C:9]2[S:10][C:6]([CH2:4][OH:3])=[CH:7][N:8]=2)=[O:28])[CH2:16][CH2:17][CH2:18][CH2:19]1. The yield is 0.530.